From a dataset of Full USPTO retrosynthesis dataset with 1.9M reactions from patents (1976-2016). Predict the reactants needed to synthesize the given product. (1) Given the product [CH2:1]([C:8]([OH:17])([C:9]([NH:26][NH2:34])=[O:10])[C:12]([O:14][CH2:15][CH3:16])=[O:13])[C:2]1[CH:7]=[CH:6][CH:5]=[CH:4][CH:3]=1, predict the reactants needed to synthesize it. The reactants are: [CH2:1]([C:8]([OH:17])([C:12]([O:14][CH2:15][CH3:16])=[O:13])[C:9](O)=[O:10])[C:2]1[CH:7]=[CH:6][CH:5]=[CH:4][CH:3]=1.CN(C(O[N:26]1[N:34]=NC2C=CC=NC1=2)=[N+](C)C)C.F[P-](F)(F)(F)(F)F.C(N(C(C)C)CC)(C)C.ONC(=O)CCC(N)=O. (2) Given the product [C:7]([N:15]1[C:21]2[CH:22]=[CH:23][CH:24]=[CH:25][C:20]=2[C@@:19]2([C:30]3[CH:35]=[CH:34][CH:33]=[CH:32][CH:31]=3)[C@H:26]([O:29][C:40]3[N:45]=[C:44]([CH3:46])[CH:43]=[C:42]([CH3:47])[N:41]=3)[C:27](=[O:28])[N:18]2[CH2:17][CH2:16]1)(=[O:14])[C:8]1[CH:9]=[CH:10][CH:11]=[CH:12][CH:13]=1, predict the reactants needed to synthesize it. The reactants are: C([O-])([O-])=O.[K+].[K+].[C:7]([N:15]1[C:21]2[CH:22]=[CH:23][CH:24]=[CH:25][C:20]=2[C@@:19]2([C:30]3[CH:35]=[CH:34][CH:33]=[CH:32][CH:31]=3)[C@H:26]([OH:29])[C:27](=[O:28])[N:18]2[CH2:17][CH2:16]1)(=[O:14])[C:8]1[CH:13]=[CH:12][CH:11]=[CH:10][CH:9]=1.CS([C:40]1[N:45]=[C:44]([CH3:46])[CH:43]=[C:42]([CH3:47])[N:41]=1)(=O)=O. (3) Given the product [F:32][CH:2]([F:1])[O:3][C:4]1[CH:5]=[C:6]([S:64]([CH3:68])(=[O:66])=[O:63])[C:7]([CH:42]2[CH2:47][C:46]([CH3:61])([S:48]([C:51]3[CH:56]=[CH:55][CH:54]=[C:53]([C:57]([F:60])([F:59])[F:58])[CH:52]=3)(=[O:49])=[O:50])[CH2:45][CH2:44][O:43]2)=[N:8][CH:9]=1, predict the reactants needed to synthesize it. The reactants are: [F:1][CH:2]([F:32])[O:3][C:4]1[CH:5]=[C:6](SC)[C:7](C2CC(C)(S(C3C=CC=C(C(F)(F)F)C=3)(=O)=O)CCO2)=[N:8][CH:9]=1.ClC1C([CH:42]2[CH2:47][C:46]([CH3:61])([S:48]([C:51]3[CH:56]=[CH:55][CH:54]=[C:53]([C:57]([F:60])([F:59])[F:58])[CH:52]=3)(=[O:50])=[O:49])[CH2:45][CH2:44][O:43]2)=NC=C(SC)C=1.O[O:63][S:64]([O-:66])=O.[K+].[CH3:68]O. (4) Given the product [Cl:1][C:2]1[CH:21]=[CH:20][C:19]([Cl:22])=[CH:18][C:3]=1[CH2:4][N:5]1[C:9]([C:10]2[NH:33][N:32]=[N:31][N:11]=2)=[CH:8][N:7]=[C:6]1[C:12]1[CH:13]=[N:14][CH:15]=[CH:16][CH:17]=1, predict the reactants needed to synthesize it. The reactants are: [Cl:1][C:2]1[CH:21]=[CH:20][C:19]([Cl:22])=[CH:18][C:3]=1[CH2:4][N:5]1[C:9]([C:10]#[N:11])=[CH:8][N:7]=[C:6]1[C:12]1[CH:13]=[N:14][CH:15]=[CH:16][CH:17]=1.Cl.C(N(CC)CC)C.[N-:31]=[N+:32]=[N-:33].[Na+].